Dataset: Peptide-MHC class I binding affinity with 185,985 pairs from IEDB/IMGT. Task: Regression. Given a peptide amino acid sequence and an MHC pseudo amino acid sequence, predict their binding affinity value. This is MHC class I binding data. (1) The peptide sequence is PQFSLWRR. The MHC is Mamu-B08 with pseudo-sequence Mamu-B08. The binding affinity (normalized) is 0.117. (2) The peptide sequence is FIKNKIHLL. The MHC is HLA-B08:01 with pseudo-sequence HLA-B08:01. The binding affinity (normalized) is 1.00.